Dataset: Forward reaction prediction with 1.9M reactions from USPTO patents (1976-2016). Task: Predict the product of the given reaction. (1) Given the reactants [CH3:1][O:2][C:3](=[O:17])[CH:4]=[CH:5][C:6]1[CH:11]=[CH:10][C:9](Br)=[CH:8][C:7]=1[C:13]([F:16])([F:15])[F:14].[Na+].[I-:19].CNCCNC.O.[Cl-].[Na+].O, predict the reaction product. The product is: [CH3:1][O:2][C:3](=[O:17])[CH:4]=[CH:5][C:6]1[CH:11]=[CH:10][C:9]([I:19])=[CH:8][C:7]=1[C:13]([F:16])([F:15])[F:14]. (2) Given the reactants Cl[S:2]([C:5]1[CH:13]=[CH:12][C:8]([C:9]([OH:11])=[O:10])=[CH:7][CH:6]=1)(=[O:4])=[O:3].[Cl:14][C:15]1[CH:22]=[CH:21][C:18]([NH:19][CH3:20])=[CH:17][CH:16]=1, predict the reaction product. The product is: [Cl:14][C:15]1[CH:22]=[CH:21][C:18]([N:19]([CH3:20])[S:2]([C:5]2[CH:13]=[CH:12][C:8]([C:9]([OH:11])=[O:10])=[CH:7][CH:6]=2)(=[O:4])=[O:3])=[CH:17][CH:16]=1. (3) The product is: [C:1]([O:5][C:6]([N:8]1[CH2:17][CH2:16][C:15]2[C:10](=[C:11]([C:18](=[O:19])[NH:35][C:26]3([C:24]([O:23][CH2:21][CH3:22])=[O:25])[CH2:34][C:33]4[C:28](=[CH:29][CH:30]=[CH:31][CH:32]=4)[CH2:27]3)[CH:12]=[CH:13][CH:14]=2)[CH2:9]1)=[O:7])([CH3:3])([CH3:4])[CH3:2]. Given the reactants [C:1]([O:5][C:6]([N:8]1[CH2:17][CH2:16][C:15]2[C:10](=[C:11]([C:18](O)=[O:19])[CH:12]=[CH:13][CH:14]=2)[CH2:9]1)=[O:7])([CH3:4])([CH3:3])[CH3:2].[CH2:21]([O:23][C:24]([C:26]1([NH2:35])[CH2:34][C:33]2[C:28](=[CH:29][CH:30]=[CH:31][CH:32]=2)[CH2:27]1)=[O:25])[CH3:22].CN(C(ON1N=NC2C=CC=NC1=2)=[N+](C)C)C.F[P-](F)(F)(F)(F)F.CCN(C(C)C)C(C)C, predict the reaction product. (4) Given the reactants [NH2:1][C:2]1[C:7]([NH2:8])=[C:6]([NH:9][C@@H:10]2[C@@H:15]3[CH2:16][C@@H:12]([CH:13]=[CH:14]3)[C@@H:11]2[C:17]([NH2:19])=[O:18])[C:5]([Cl:20])=[CH:4][N:3]=1.[CH:21]([C:23]1[CH:33]=[CH:32][C:26]([O:27][CH2:28][C:29]([OH:31])=[O:30])=[CH:25][CH:24]=1)=O, predict the reaction product. The product is: [C:17]([C@H:11]1[C@H:12]2[CH2:16][C@H:15]([CH:14]=[CH:13]2)[C@H:10]1[NH:9][C:6]1[C:5]([Cl:20])=[CH:4][N:3]=[C:2]2[NH:1][C:21]([C:23]3[CH:33]=[CH:32][C:26]([O:27][CH2:28][C:29]([OH:31])=[O:30])=[CH:25][CH:24]=3)=[N:8][C:7]=12)(=[O:18])[NH2:19]. (5) Given the reactants Cl[C:2]1[C:7]([NH2:8])=[C:6]([Cl:9])[N:5]=[CH:4][N:3]=1.[CH:10]([O:13][C:14]1[CH:15]=[C:16]([CH:25]=[C:26]([O:28][CH:29]([CH3:31])[CH3:30])[CH:27]=1)[CH2:17][N:18]1[CH2:23][CH2:22][CH:21]([NH2:24])[CH2:20][CH2:19]1)([CH3:12])[CH3:11], predict the reaction product. The product is: [Cl:9][C:6]1[N:5]=[CH:4][N:3]=[C:2]([NH:24][CH:21]2[CH2:22][CH2:23][N:18]([CH2:17][C:16]3[CH:15]=[C:14]([O:13][CH:10]([CH3:11])[CH3:12])[CH:27]=[C:26]([O:28][CH:29]([CH3:31])[CH3:30])[CH:25]=3)[CH2:19][CH2:20]2)[C:7]=1[NH2:8]. (6) Given the reactants [Cl:1][C:2]1[CH:3]=[CH:4][C:5]([O:12][CH3:13])=[C:6]([S:8](Cl)(=[O:10])=[O:9])[CH:7]=1.N1C=CC=CC=1.[N+:20]([C:23]1[CH:32]=[C:31]2[C:26]([CH2:27][CH2:28][CH2:29][NH:30]2)=[CH:25][CH:24]=1)([O-:22])=[O:21], predict the reaction product. The product is: [Cl:1][C:2]1[CH:3]=[CH:4][C:5]([O:12][CH3:13])=[C:6]([S:8]([N:30]2[C:31]3[C:26](=[CH:25][CH:24]=[C:23]([N+:20]([O-:22])=[O:21])[CH:32]=3)[CH2:27][CH2:28][CH2:29]2)(=[O:10])=[O:9])[CH:7]=1. (7) Given the reactants [F:1][C:2]([F:48])([P:44]([OH:47])([OH:46])=[O:45])[C:3]1[CH:43]=[CH:42][C:6]([CH2:7][C:8]([C:32]2[CH:37]=[CH:36][C:35]([C:38]([O:40]C)=[O:39])=[CH:34][CH:33]=2)([C:23]([C:25]2[CH:30]=[CH:29][C:28]([F:31])=[CH:27][CH:26]=2)=[O:24])[CH2:9][C:10]2[CH:15]=[CH:14][C:13](OP(C(F)F)(=O)O)=[CH:12][CH:11]=2)=[CH:5][CH:4]=1.[OH-:49].[Na+], predict the reaction product. The product is: [F:1][C:2]([F:48])([P:44]([OH:46])([OH:45])=[O:49])[C:13]1[CH:14]=[CH:15][C:10]([CH2:9][C:8]([C:32]2[CH:33]=[CH:34][C:35]([C:38]([OH:40])=[O:39])=[CH:36][CH:37]=2)([CH2:7][C:6]2[CH:5]=[CH:4][C:3]([C:2]([F:1])([F:48])[P:44]([OH:47])([OH:46])=[O:45])=[CH:43][CH:42]=2)[C:23]([C:25]2[CH:26]=[CH:27][C:28]([F:31])=[CH:29][CH:30]=2)=[O:24])=[CH:11][CH:12]=1.